Predict the reaction yield, written as a fraction of the theoretical maximum amount of product (1.0 means a 100% yield; for example, 0.34 means a 34% yield). From a dataset of Reaction yield outcomes from USPTO patents with 853,638 reactions. (1) The reactants are [N:1]([C@H:4]([C:15]1[N:16]=[C:17]([C:20]2[CH:25]=[CH:24][CH:23]=[CH:22][CH:21]=2)[S:18][CH:19]=1)[CH2:5][C:6]1[CH:11]=[CH:10][C:9]([N+:12]([O-:14])=[O:13])=[CH:8][CH:7]=1)=[C:2]=[S:3].[C:26]([NH:29][NH2:30])(=O)[CH3:27]. The catalyst is CCO. The product is [CH3:27][C:26]1[S:3][C:2]([NH:1][C@H:4]([C:15]2[N:16]=[C:17]([C:20]3[CH:21]=[CH:22][CH:23]=[CH:24][CH:25]=3)[S:18][CH:19]=2)[CH2:5][C:6]2[CH:11]=[CH:10][C:9]([N+:12]([O-:14])=[O:13])=[CH:8][CH:7]=2)=[N:30][N:29]=1. The yield is 0.930. (2) The reactants are [NH2:1][C:2]1[NH:6][CH:5]=[N:4][C:3]=1[C:7]([O:9][CH2:10][CH3:11])=[O:8].[O:12]=[C:13]1[CH2:17][CH2:16]C(=O)N1OC=CC(ON1[C:13](=[O:12])[CH2:17][CH2:16]C1=O)=O.C(N(CC)CC)C. The catalyst is C(#N)C. The product is [O:12]=[C:13]1[CH:17]=[CH:16][N:6]2[CH:5]=[N:4][C:3]([C:7]([O:9][CH2:10][CH3:11])=[O:8])=[C:2]2[NH:1]1. The yield is 0.374. (3) The reactants are Cl.[C:2]1([C:8]([C:10]2[CH:11]=[N:12][C:13]([N:16]3[CH2:21][CH2:20][NH:19][CH2:18][CH2:17]3)=[N:14][CH:15]=2)=[O:9])[CH:7]=[CH:6][CH:5]=[CH:4][CH:3]=1.Cl[C:23]1[N:28]=[CH:27][N:26]=[C:25]([NH:29][C:30]2[CH:31]=[N:32][N:33]([CH2:35][C@H:36]3[O:41][CH2:40][CH2:39][N:38]([C:42]([O:44][C:45]([CH3:48])([CH3:47])[CH3:46])=[O:43])[CH2:37]3)[CH:34]=2)[N:24]=1.C(N(C(C)C)CC)(C)C. The catalyst is O1CCOCC1. The product is [C:8]([C:10]1[CH:15]=[N:14][C:13]([N:16]2[CH2:21][CH2:20][N:19]([C:23]3[N:28]=[CH:27][N:26]=[C:25]([NH:29][C:30]4[CH:31]=[N:32][N:33]([CH2:35][C@H:36]5[O:41][CH2:40][CH2:39][N:38]([C:42]([O:44][C:45]([CH3:48])([CH3:47])[CH3:46])=[O:43])[CH2:37]5)[CH:34]=4)[N:24]=3)[CH2:18][CH2:17]2)=[N:12][CH:11]=1)(=[O:9])[C:2]1[CH:3]=[CH:4][CH:5]=[CH:6][CH:7]=1. The yield is 0.950. (4) The reactants are Br[C:2]1[CH:32]=[CH:31][C:5]2[N:6]=[C:7]([NH:9][C:10]3[CH:15]=[C:14]([CH2:16][N:17]4[CH2:22][CH2:21][O:20][CH2:19][CH2:18]4)[N:13]=[C:12]([NH:23][C@H:24]4[CH2:29][CH2:28][C@H:27]([OH:30])[CH2:26][CH2:25]4)[N:11]=3)[S:8][C:4]=2[CH:3]=1.[O:33]1[CH2:37][CH2:36][NH:35][C:34]1=[O:38].C(=O)([O-])[O-].[Cs+].[Cs+].CNCCNC. The catalyst is CN(C)C=O.[Cu]I.C(OCC)(=O)C.O. The product is [OH:30][C@H:27]1[CH2:26][CH2:25][C@H:24]([NH:23][C:12]2[N:11]=[C:10]([NH:9][C:7]3[S:8][C:4]4[CH:3]=[C:2]([N:35]5[CH2:36][CH2:37][O:33][C:34]5=[O:38])[CH:32]=[CH:31][C:5]=4[N:6]=3)[CH:15]=[C:14]([CH2:16][N:17]3[CH2:22][CH2:21][O:20][CH2:19][CH2:18]3)[N:13]=2)[CH2:29][CH2:28]1. The yield is 0.0300. (5) The reactants are [Cl:1][C:2]1[CH:7]=[CH:6][C:5]([CH2:8]Cl)=[CH:4][N:3]=1.[C-:10]#[N:11].[Na+]. The catalyst is C(O)C.O. The product is [Cl:1][C:2]1[N:3]=[CH:4][C:5]([CH2:8][C:10]#[N:11])=[CH:6][CH:7]=1. The yield is 0.630.